From a dataset of NCI-60 drug combinations with 297,098 pairs across 59 cell lines. Regression. Given two drug SMILES strings and cell line genomic features, predict the synergy score measuring deviation from expected non-interaction effect. (1) Drug 1: CN(C)C1=NC(=NC(=N1)N(C)C)N(C)C. Drug 2: C(=O)(N)NO. Cell line: EKVX. Synergy scores: CSS=-12.6, Synergy_ZIP=2.57, Synergy_Bliss=-7.42, Synergy_Loewe=-10.1, Synergy_HSA=-10.8. (2) Drug 1: C1CCN(CC1)CCOC2=CC=C(C=C2)C(=O)C3=C(SC4=C3C=CC(=C4)O)C5=CC=C(C=C5)O. Drug 2: COC1=NC(=NC2=C1N=CN2C3C(C(C(O3)CO)O)O)N. Cell line: NCI-H226. Synergy scores: CSS=-5.26, Synergy_ZIP=4.34, Synergy_Bliss=2.53, Synergy_Loewe=-2.83, Synergy_HSA=-4.14. (3) Drug 1: CCC1(CC2CC(C3=C(CCN(C2)C1)C4=CC=CC=C4N3)(C5=C(C=C6C(=C5)C78CCN9C7C(C=CC9)(C(C(C8N6C)(C(=O)OC)O)OC(=O)C)CC)OC)C(=O)OC)O.OS(=O)(=O)O. Drug 2: C1=NC(=NC(=O)N1C2C(C(C(O2)CO)O)O)N. Cell line: 786-0. Synergy scores: CSS=16.1, Synergy_ZIP=-5.22, Synergy_Bliss=1.69, Synergy_Loewe=-2.99, Synergy_HSA=-2.07.